This data is from Peptide-MHC class I binding affinity with 185,985 pairs from IEDB/IMGT. The task is: Regression. Given a peptide amino acid sequence and an MHC pseudo amino acid sequence, predict their binding affinity value. This is MHC class I binding data. The peptide sequence is ELSPRWYFYY. The MHC is HLA-A26:01 with pseudo-sequence HLA-A26:01. The binding affinity (normalized) is 0.871.